This data is from Full USPTO retrosynthesis dataset with 1.9M reactions from patents (1976-2016). The task is: Predict the reactants needed to synthesize the given product. (1) The reactants are: [NH2:1][C:2]1[C:7]2[C:8]([C:11]3[CH:16]=[CH:15][C:14]([NH:17][C:18]([NH:20][C:21]4[CH:26]=[CH:25][CH:24]=[C:23]([CH3:27])[CH:22]=4)=[O:19])=[CH:13][CH:12]=3)=[CH:9][S:10][C:6]=2[C:5]([C:28]#[C:29][CH2:30][N:31]([CH2:34][CH3:35])[CH2:32][CH3:33])=[CH:4][N:3]=1. Given the product [NH2:1][C:2]1[C:7]2[C:8]([C:11]3[CH:16]=[CH:15][C:14]([NH:17][C:18]([NH:20][C:21]4[CH:26]=[CH:25][CH:24]=[C:23]([CH3:27])[CH:22]=4)=[O:19])=[CH:13][CH:12]=3)=[CH:9][S:10][C:6]=2[C:5]([CH2:28][CH2:29][CH2:30][N:31]([CH2:34][CH3:35])[CH2:32][CH3:33])=[CH:4][N:3]=1, predict the reactants needed to synthesize it. (2) The reactants are: [C:1]([C:4]1[C:12]2[C:7](=[CH:8][CH:9]=[C:10]([NH:13][C:14]3[CH:15]=[N:16][CH:17]=[N:18][CH:19]=3)[CH:11]=2)[N:6]([CH2:20][C:21](O)=[O:22])[N:5]=1)(=[O:3])[NH2:2].CCN(C(C)C)C(C)C.Cl.[Cl:34][C:35]1[CH:40]=[CH:39][CH:38]=[CH:37][C:36]=1[C:41]1[CH:46]=[CH:45][CH:44]=[C:43]([NH:47][C:48]([C@@H:50]2[CH2:54][C@@H:53]([F:55])[CH2:52][NH:51]2)=[O:49])[C:42]=1[F:56].CN(C(ON1N=NC2C=CC=NC1=2)=[N+](C)C)C.F[P-](F)(F)(F)(F)F. Given the product [Cl:34][C:35]1[CH:40]=[CH:39][CH:38]=[CH:37][C:36]=1[C:41]1[CH:46]=[CH:45][CH:44]=[C:43]([NH:47][C:48]([C@@H:50]2[CH2:54][C@@H:53]([F:55])[CH2:52][N:51]2[C:21](=[O:22])[CH2:20][N:6]2[C:7]3[C:12](=[CH:11][C:10]([NH:13][C:14]4[CH:19]=[N:18][CH:17]=[N:16][CH:15]=4)=[CH:9][CH:8]=3)[C:4]([C:1]([NH2:2])=[O:3])=[N:5]2)=[O:49])[C:42]=1[F:56], predict the reactants needed to synthesize it. (3) Given the product [CH3:19][C:18]1[C:13]2[CH:12]=[CH:11][N:10]([C@H:9]3[C@H:4]([OH:3])[C@H:5]([OH:6])[C@H:7]([C:20]4[CH:21]=[CH:22][CH:23]=[CH:24][CH:25]=4)[O:8]3)[C:14]=2[N:15]=[CH:16][N:17]=1, predict the reactants needed to synthesize it. The reactants are: CC1(C)[O:6][C@@H:5]2[C@H:7]([C:20]3[CH:25]=[CH:24][CH:23]=[CH:22][CH:21]=3)[O:8][C@@H:9]([N:10]3[C:14]4[N:15]=[CH:16][N:17]=[C:18]([CH3:19])[C:13]=4[CH:12]=[CH:11]3)[C@@H:4]2[O:3]1.O. (4) The reactants are: C(OC([N:8]1[CH2:13][CH:12]2[CH2:14][CH2:15][CH:9]1[CH2:10][CH:11]2[CH2:16][C:17]1[CH:22]=[CH:21][C:20]([Cl:23])=[C:19]([Cl:24])[CH:18]=1)=O)(C)(C)C.ClCl.C(O)(C(F)(F)F)=O. Given the product [Cl:24][C:19]1[CH:18]=[C:17]([CH:22]=[CH:21][C:20]=1[Cl:23])[CH2:16][CH:11]1[CH2:10][CH:9]2[CH2:15][CH2:14][CH:12]1[CH2:13][NH:8]2, predict the reactants needed to synthesize it. (5) Given the product [NH3:15].[CH3:1][O:2][C:3](=[O:18])[C:4]1[CH:9]=[CH:8][C:7]([O:10][CH3:11])=[C:6]([O:12][CH2:13][CH2:14][NH2:15])[CH:5]=1, predict the reactants needed to synthesize it. The reactants are: [CH3:1][O:2][C:3](=[O:18])[C:4]1[CH:9]=[CH:8][C:7]([O:10][CH3:11])=[C:6]([O:12][CH2:13][CH2:14][N:15]=[N+]=[N-])[CH:5]=1.